From a dataset of Full USPTO retrosynthesis dataset with 1.9M reactions from patents (1976-2016). Predict the reactants needed to synthesize the given product. (1) The reactants are: [C:1](#N)C.[Br:4][C:5]1[CH:6]=[C:7]([C@H:11]([NH:14][C:15](=[O:21])[O:16][C:17]([CH3:20])([CH3:19])[CH3:18])[CH2:12][OH:13])[CH:8]=[CH:9][CH:10]=1. Given the product [Br:4][C:5]1[CH:6]=[C:7]([C@H:11]([NH:14][C:15](=[O:21])[O:16][C:17]([CH3:18])([CH3:20])[CH3:19])[CH2:12][O:13][CH3:1])[CH:8]=[CH:9][CH:10]=1, predict the reactants needed to synthesize it. (2) Given the product [Cl:21][C:13]1[N:12]([CH3:16])[C:11]2[C:6]([CH:3]([CH2:4][CH3:5])[CH2:1][CH3:2])=[CH:7][CH:8]=[C:9]([O:17][CH3:18])[C:10]=2[N:14]=1, predict the reactants needed to synthesize it. The reactants are: [CH2:1]([CH:3]([C:6]1[C:11]2[N:12]([CH3:16])[C:13](=O)[NH:14][C:10]=2[C:9]([O:17][CH3:18])=[CH:8][CH:7]=1)[CH2:4][CH3:5])[CH3:2].P(Cl)(Cl)([Cl:21])=O. (3) Given the product [CH2:1]([O:8][C:9]1[CH:14]=[CH:13][C:12]([C:15]2[CH:16]=[C:17]3[C:21](=[CH:22][C:23]=2[Cl:24])[NH:20][C:19]([CH2:25][C:26]2[CH:27]=[CH:28][C:29]([CH3:36])=[C:30]([CH:35]=2)[C:31]([OH:33])=[O:32])=[CH:18]3)=[C:11]([F:37])[CH:10]=1)[C:2]1[CH:7]=[CH:6][CH:5]=[CH:4][CH:3]=1, predict the reactants needed to synthesize it. The reactants are: [CH2:1]([O:8][C:9]1[CH:14]=[CH:13][C:12]([C:15]2[CH:16]=[C:17]3[C:21](=[CH:22][C:23]=2[Cl:24])[NH:20][C:19]([CH2:25][C:26]2[CH:27]=[CH:28][C:29]([CH3:36])=[C:30]([CH:35]=2)[C:31]([O:33]C)=[O:32])=[CH:18]3)=[C:11]([F:37])[CH:10]=1)[C:2]1[CH:7]=[CH:6][CH:5]=[CH:4][CH:3]=1.[OH-].[Na+]. (4) Given the product [F:1][C:2]1[CH:3]=[CH:4][C:5]([CH2:8][CH2:9][CH2:10][CH2:11][C:12](=[O:17])[C:13]([CH3:15])([CH3:14])[CH3:16])=[CH:6][CH:7]=1, predict the reactants needed to synthesize it. The reactants are: [F:1][C:2]1[CH:7]=[CH:6][C:5]([CH2:8][CH2:9][CH2:10][CH2:11][CH:12]([OH:17])[C:13]([CH3:16])([CH3:15])[CH3:14])=[CH:4][CH:3]=1.C1C=CC(N=NC2C=CC(N)=NC=2N)=CC=1.Cl.[Cr](Cl)([O-])(=O)=O. (5) Given the product [NH2:11][C:9]1[N:8]=[CH:7][N:6]=[C:5]2[N:4]([C@@H:17]3[CH2:13][CH2:14][N:15]([C:18]([O:20][C:21]([CH3:24])([CH3:23])[CH3:22])=[O:19])[CH2:16]3)[N:3]=[C:2]([I:1])[C:10]=12, predict the reactants needed to synthesize it. The reactants are: [I:1][C:2]1[C:10]2[C:5](=[N:6][CH:7]=[N:8][C:9]=2[NH2:11])[NH:4][N:3]=1.O[C@H:13]1[CH2:17][CH2:16][N:15]([C:18]([O:20][C:21]([CH3:24])([CH3:23])[CH3:22])=[O:19])[CH2:14]1.C1C=CC(P(C2C=CC=CC=2)C2C=CC=CC=2)=CC=1.CC(OC(/N=N/C(OC(C)C)=O)=O)C. (6) Given the product [C:25]([C:12]1[CH:11]=[CH:10][O:9][C:8]=1[C:6]([NH:5][C:1]([CH3:4])([CH3:2])[CH3:3])=[O:7])(=[O:24])[C:26]1[CH:22]=[CH:21][CH:20]=[CH:19][CH:18]=1, predict the reactants needed to synthesize it. The reactants are: [C:1]([NH:5][C:6]([C:8]1[O:9][CH:10]=[CH:11][CH:12]=1)=[O:7])([CH3:4])([CH3:3])[CH3:2].C([Li])(C)(C)C.[CH3:18][CH2:19][CH2:20][CH2:21][CH3:22].C[O:24][CH2:25][CH2:26]OC.